Dataset: Peptide-MHC class II binding affinity with 134,281 pairs from IEDB. Task: Regression. Given a peptide amino acid sequence and an MHC pseudo amino acid sequence, predict their binding affinity value. This is MHC class II binding data. (1) The peptide sequence is ASYFAADRILPELTE. The binding affinity (normalized) is 0.800. The MHC is DRB1_0401 with pseudo-sequence DRB1_0401. (2) The peptide sequence is GEPQIVDKIDAAFKI. The MHC is DRB1_1101 with pseudo-sequence DRB1_1101. The binding affinity (normalized) is 0.153. (3) The binding affinity (normalized) is 0.387. The MHC is DRB1_0701 with pseudo-sequence DRB1_0701. The peptide sequence is SHLNAMSKVRKDISE. (4) The peptide sequence is GPATPAAPAAGYTPA. The MHC is DRB1_1101 with pseudo-sequence DRB1_1101. The binding affinity (normalized) is 0.173. (5) The MHC is DRB1_1101 with pseudo-sequence DRB1_1101. The peptide sequence is LDIELQKTEATQLAT. The binding affinity (normalized) is 0.252. (6) The peptide sequence is AEVELRQHGSEEWEP. The MHC is HLA-DPA10301-DPB10402 with pseudo-sequence HLA-DPA10301-DPB10402. The binding affinity (normalized) is 0. (7) The peptide sequence is GEEYLILSARDVLAV. The MHC is HLA-DQA10101-DQB10501 with pseudo-sequence HLA-DQA10101-DQB10501. The binding affinity (normalized) is 0.582. (8) The peptide sequence is AKRMIAISAKVARDI. The MHC is DRB1_0901 with pseudo-sequence DRB1_0901. The binding affinity (normalized) is 0.696.